Task: Predict the reactants needed to synthesize the given product.. Dataset: Full USPTO retrosynthesis dataset with 1.9M reactions from patents (1976-2016) (1) Given the product [Cl:1][C:2]1[CH:10]=[C:9]2[C:5]([CH:6]=[C:7]([C:11]([O:13][CH2:14][CH3:15])=[O:12])[N:8]2[C:21]2[CH:20]=[CH:19][CH:18]=[C:17]([F:16])[CH:22]=2)=[CH:4][CH:3]=1, predict the reactants needed to synthesize it. The reactants are: [Cl:1][C:2]1[CH:10]=[C:9]2[C:5]([CH:6]=[C:7]([C:11]([O:13][CH2:14][CH3:15])=[O:12])[NH:8]2)=[CH:4][CH:3]=1.[F:16][C:17]1[CH:18]=[C:19](B(O)O)[CH:20]=[CH:21][CH:22]=1.N1C=CC=CC=1. (2) Given the product [NH:1]1[C:5]([C:6]2[CH:7]=[C:8]3[C:12](=[CH:13][CH:14]=2)[NH:11][N:10]=[C:9]3[C:15]2[CH:16]=[C:17]([CH:32]=[CH:33][CH:34]=2)[O:18][CH2:19][CH2:20][NH2:21])=[N:4][CH:3]=[N:2]1, predict the reactants needed to synthesize it. The reactants are: [NH:1]1[C:5]([C:6]2[CH:7]=[C:8]3[C:12](=[CH:13][CH:14]=2)[NH:11][N:10]=[C:9]3[C:15]2[CH:16]=[C:17]([CH:32]=[CH:33][CH:34]=2)[O:18][CH2:19][CH2:20][NH:21]C(OCC2C=CC=CC=2)=O)=[N:4][CH:3]=[N:2]1.C(O)=O. (3) The reactants are: C(NC(C)C)(C)C.[CH2:8]([Li])[CH2:9][CH2:10][CH3:11].[CH:13]1([C:18]([O:20][CH3:21])=[O:19])[CH2:17][CH2:16][CH2:15][CH2:14]1.BrCCC=C. Given the product [CH3:21][O:20][C:18]([C:13]1([CH2:11][CH2:10][CH:9]=[CH2:8])[CH2:17][CH2:16][CH2:15][CH2:14]1)=[O:19], predict the reactants needed to synthesize it. (4) Given the product [CH2:14]([O:13][C:11](=[O:12])[NH:1][C:2]1[CH:7]=[CH:6][C:5]([CH2:8][C:9]#[N:10])=[CH:4][CH:3]=1)[C:15]1[CH:20]=[CH:19][CH:18]=[CH:17][CH:16]=1, predict the reactants needed to synthesize it. The reactants are: [NH2:1][C:2]1[CH:7]=[CH:6][C:5]([CH2:8][C:9]#[N:10])=[CH:4][CH:3]=1.[C:11](O[C:11]([O:13][CH2:14][C:15]1[CH:20]=[CH:19][CH:18]=[CH:17][CH:16]=1)=[O:12])([O:13][CH2:14][C:15]1[CH:20]=[CH:19][CH:18]=[CH:17][CH:16]=1)=[O:12].C(Cl)Cl.CO. (5) Given the product [Br:1][C:2]1[CH:7]=[CH:6][CH:5]=[CH:4][C:3]=1[S:8]([N:11]([CH2:33][O:34][CH3:35])[C:12]1[C:13]([C:23]([N:25]2[CH2:26][CH2:27][O:28][CH2:29][CH2:30]2)=[O:24])=[N:14][N:15]([C:17]2[CH:22]=[CH:21][CH:20]=[CH:19][CH:18]=2)[CH:16]=1)(=[O:9])=[O:10], predict the reactants needed to synthesize it. The reactants are: [Br:1][C:2]1[CH:7]=[CH:6][CH:5]=[CH:4][C:3]=1[S:8]([NH:11][C:12]1[C:13]([C:23]([N:25]2[CH2:30][CH2:29][O:28][CH2:27][CH2:26]2)=[O:24])=[N:14][N:15]([C:17]2[CH:22]=[CH:21][CH:20]=[CH:19][CH:18]=2)[CH:16]=1)(=[O:10])=[O:9].[H-].[Na+].[CH3:33][O:34][CH2:35]Cl. (6) The reactants are: C[Si]([N-][Si](C)(C)C)(C)C.[Na+].[CH3:11][O:12][C:13]([NH:15][C:16]1[CH:21]=[CH:20][CH:19]=[CH:18][C:17]=1[C@H:22]1[C@H:31]([C:32]([O:34][CH3:35])=[O:33])[C:30]2[C:25](=[CH:26][C:27]([O:38][CH3:39])=[C:28]([O:36][CH3:37])[CH:29]=2)[C:24](=[O:40])[N:23]1[CH3:41])=[O:14].C1([Se]Cl)C=CC=CC=1. Given the product [CH3:37][O:36][C:28]1[CH:29]=[C:30]2[C:25](=[CH:26][C:27]=1[O:38][CH3:39])[C:24](=[O:40])[N:23]([CH3:41])[C:22]([C:17]1[CH:18]=[CH:19][CH:20]=[CH:21][C:16]=1[NH:15][C:13]([O:12][CH3:11])=[O:14])=[C:31]2[C:32]([O:34][CH3:35])=[O:33], predict the reactants needed to synthesize it. (7) Given the product [NH2:23][C@H:18]1[C@H:19]([F:22])[CH2:20][O:21][C@H:15]([C:14]2[N:13]([CH3:31])[N:12]=[CH:11][C:10]=2[NH:9][C:7]([C:5]2[N:6]=[C:2]([C:38]3[CH:37]=[N:36][N:35]([CH:32]4[CH2:34][CH2:33]4)[CH:39]=3)[S:3][CH:4]=2)=[O:8])[CH2:16][CH2:17]1, predict the reactants needed to synthesize it. The reactants are: Br[C:2]1[S:3][CH:4]=[C:5]([C:7]([NH:9][C:10]2[CH:11]=[N:12][N:13]([CH3:31])[C:14]=2[C@H:15]2[O:21][CH2:20][C@@H:19]([F:22])[C@H:18]([NH:23]C(=O)OC(C)(C)C)[CH2:17][CH2:16]2)=[O:8])[N:6]=1.[CH:32]1([N:35]2[CH:39]=[C:38](B3OC(C)(C)C(C)(C)O3)[CH:37]=[N:36]2)[CH2:34][CH2:33]1. (8) Given the product [CH2:20]([N:19]([CH2:24][CH:25]([CH3:27])[CH3:26])[C:5]1[CH:4]=[CH:3][C:2]([B:32]2[O:33][CH2:34][C:29]([CH3:43])([CH3:28])[CH2:30][O:31]2)=[CH:7][C:6]=1[NH:8][C:9]([NH:11][C:12]1[CH:17]=[CH:16][C:15]([CH3:18])=[CH:14][CH:13]=1)=[O:10])[CH:21]([CH3:23])[CH3:22], predict the reactants needed to synthesize it. The reactants are: Br[C:2]1[CH:3]=[CH:4][C:5]([N:19]([CH2:24][CH:25]([CH3:27])[CH3:26])[CH2:20][CH:21]([CH3:23])[CH3:22])=[C:6]([NH:8][C:9]([NH:11][C:12]2[CH:17]=[CH:16][C:15]([CH3:18])=[CH:14][CH:13]=2)=[O:10])[CH:7]=1.[CH3:28][C:29]1([CH3:43])[CH2:34][O:33][B:32]([B:32]2[O:33][CH2:34][C:29]([CH3:43])([CH3:28])[CH2:30][O:31]2)[O:31][CH2:30]1.C([O-])(=O)C.[K+]. (9) Given the product [C:32]([O:31][C:29](=[O:30])[CH2:28][O:27][CH2:26][CH2:25][CH2:24][CH2:23][O:1][C:2]1[CH:3]=[CH:4][C:5]([C:6]([O:8][CH3:9])=[O:7])=[CH:10][CH:11]=1)([CH3:35])([CH3:34])[CH3:33], predict the reactants needed to synthesize it. The reactants are: [OH:1][C:2]1[CH:11]=[CH:10][C:5]([C:6]([O:8][CH3:9])=[O:7])=[CH:4][CH:3]=1.CC1C=CC(S(O[CH2:23][CH2:24][CH2:25][CH2:26][O:27][CH2:28][C:29]([O:31][C:32]([CH3:35])([CH3:34])[CH3:33])=[O:30])(=O)=O)=CC=1.C(=O)([O-])[O-].[K+].[K+].